This data is from Peptide-MHC class I binding affinity with 185,985 pairs from IEDB/IMGT. The task is: Regression. Given a peptide amino acid sequence and an MHC pseudo amino acid sequence, predict their binding affinity value. This is MHC class I binding data. (1) The peptide sequence is KRFTHTTAFF. The MHC is Mamu-B17 with pseudo-sequence Mamu-B17. The binding affinity (normalized) is 0.417. (2) The peptide sequence is FPHCLAFSI. The MHC is HLA-B35:01 with pseudo-sequence HLA-B35:01. The binding affinity (normalized) is 0.689. (3) The peptide sequence is ELPQWLSANR. The MHC is HLA-A01:01 with pseudo-sequence HLA-A01:01. The binding affinity (normalized) is 0. (4) The peptide sequence is GTLGLECSPR. The MHC is HLA-A33:01 with pseudo-sequence HLA-A33:01. The binding affinity (normalized) is 0.708. (5) The peptide sequence is LTPEVASL. The MHC is Mamu-B01 with pseudo-sequence Mamu-B01. The binding affinity (normalized) is 0.0652. (6) The peptide sequence is SLADQLIHL. The MHC is HLA-A02:03 with pseudo-sequence HLA-A02:03. The binding affinity (normalized) is 1.00. (7) The peptide sequence is IVTRIVELL. The MHC is HLA-A02:02 with pseudo-sequence HLA-A02:02. The binding affinity (normalized) is 0.757. (8) The peptide sequence is VQPPQLTLQV. The MHC is HLA-A68:01 with pseudo-sequence HLA-A68:01. The binding affinity (normalized) is 0.